Binary Classification. Given a miRNA mature sequence and a target amino acid sequence, predict their likelihood of interaction. From a dataset of Experimentally validated miRNA-target interactions with 360,000+ pairs, plus equal number of negative samples. The miRNA is hsa-miR-5188 with sequence AAUCGGACCCAUUUAAACCGGAG. The protein sequence of the target gene is MQGNREMKRLFVGGLGQGISETDLQNQFGRFGEVSDVEIITRKDDQGNSQKVFAYVNIQITEADLKKCMSILNKTKWKGGTLQIQLAKESFLHRLAQEREDAKAKKEKSTTGNPTLLEKMGAVDFHMKAVPGTEVPGHKNWVVSKFGRVLPVLHLKNQQKHKIMKYDPSKYCHNIKKIPENLTETTPIAELTWELEGGNDPMSKKRRGEFSDFHIPPQKVKKVQKSNDPMESKVSNIGLRTNQVMEKNKSTHPVTAHGTAPSTVNPSKQLLVSSSGTQKPKHVVFHNSDFEIIWNKSSMS.... Result: 0 (no interaction).